This data is from Full USPTO retrosynthesis dataset with 1.9M reactions from patents (1976-2016). The task is: Predict the reactants needed to synthesize the given product. (1) The reactants are: [NH2:1][C:2]1[CH:6]=[C:5]([C:7]2[CH:12]=[CH:11][C:10]([F:13])=[CH:9][CH:8]=2)[S:4][C:3]=1[C:14]#[N:15].C[Sn]([N:20]=[N+:21]=[N-:22])(C)C. Given the product [F:13][C:10]1[CH:9]=[CH:8][C:7]([C:5]2[S:4][C:3]([C:14]3[NH:22][N:21]=[N:20][N:15]=3)=[C:2]([NH2:1])[CH:6]=2)=[CH:12][CH:11]=1, predict the reactants needed to synthesize it. (2) The reactants are: [H-].[Na+].[CH2:3]([O:10][CH2:11][CH:12]=[CH:13][CH2:14][C@@H:15]([CH2:19][C@H:20]([C:22]1[CH:27]=[CH:26][C:25]([F:28])=[CH:24][CH:23]=1)[OH:21])[C:16]([OH:18])=[O:17])[C:4]1[CH:9]=[CH:8][CH:7]=[CH:6][CH:5]=1.[CH3:29]I. Given the product [CH2:3]([O:10][CH2:11][CH:12]=[CH:13][CH2:14][C@@H:15]([CH2:19][C@H:20]([C:22]1[CH:23]=[CH:24][C:25]([F:28])=[CH:26][CH:27]=1)[O:21][CH3:29])[C:16]([OH:18])=[O:17])[C:4]1[CH:5]=[CH:6][CH:7]=[CH:8][CH:9]=1, predict the reactants needed to synthesize it. (3) Given the product [NH2:16][C:11]1[C:12]([O:14][CH3:15])=[CH:13][C:8]2[CH2:7][N:6]([CH2:19][CH3:20])[CH2:5][C:4](=[O:21])[N:3]([CH2:1][CH3:2])[C:9]=2[CH:10]=1, predict the reactants needed to synthesize it. The reactants are: [CH2:1]([N:3]1[C:9]2[CH:10]=[C:11]([N+:16]([O-])=O)[C:12]([O:14][CH3:15])=[CH:13][C:8]=2[CH2:7][N:6]([CH2:19][CH3:20])[CH2:5][C:4]1=[O:21])[CH3:2].C(O)C.C(OCC)(=O)C. (4) Given the product [CH2:9]([O:10][C:11]1[CH:17]=[CH:16][C:15]([C:2]2[CH:7]=[C:6]([OH:8])[CH:5]=[CH:4][C:3]=2[C:9]2[O:10][C:11]3[CH:17]=[CH:16][C:15]([OH:18])=[CH:14][C:12]=3[CH:13]=2)=[CH:14][CH:12]=1)[C:19]1[CH:24]=[CH:23][CH:22]=[CH:21][CH:20]=1, predict the reactants needed to synthesize it. The reactants are: Br[C:2]1[CH:7]=[C:6]([OH:8])[CH:5]=[CH:4][C:3]=1[C:9]1[O:10][C:11]2[CH:17]=[CH:16][C:15]([OH:18])=[CH:14][C:12]=2[CH:13]=1.[C:19]1(B(O)O)[CH:24]=[CH:23][CH:22]=[CH:21][CH:20]=1.Cl. (5) Given the product [C:1]([O:5][C:6]([NH:8][C:9]1([CH2:15][C:16]([O:18][CH2:20][C:21](=[O:22])[C:23]2[CH:28]=[CH:27][C:26]([O:29][C:30]([F:31])([F:32])[F:33])=[CH:25][CH:24]=2)=[O:17])[CH2:14][CH2:13][O:12][CH2:11][CH2:10]1)=[O:7])([CH3:4])([CH3:2])[CH3:3], predict the reactants needed to synthesize it. The reactants are: [C:1]([O:5][C:6]([NH:8][C:9]1([CH2:15][C:16]([OH:18])=[O:17])[CH2:14][CH2:13][O:12][CH2:11][CH2:10]1)=[O:7])([CH3:4])([CH3:3])[CH3:2].Br[CH2:20][C:21]([C:23]1[CH:28]=[CH:27][C:26]([O:29][C:30]([F:33])([F:32])[F:31])=[CH:25][CH:24]=1)=[O:22]. (6) Given the product [Cl:1][C:2]1[CH:3]=[C:4]([C:9]2[CH:10]=[C:11]([C:12]([F:15])([F:14])[F:13])[N:20]3[N:21]=[CH:22][C:23]([C:24]4[CH:29]=[C:28]([CH3:30])[N:27]=[C:26]([CH3:31])[CH:25]=4)=[C:19]3[N:18]=2)[CH:5]=[CH:6][C:7]=1[F:8], predict the reactants needed to synthesize it. The reactants are: [Cl:1][C:2]1[CH:3]=[C:4]([C:9](=O)[CH2:10][C:11](=O)[C:12]([F:15])([F:14])[F:13])[CH:5]=[CH:6][C:7]=1[F:8].[NH2:18][C:19]1[C:23]([C:24]2[CH:29]=[C:28]([CH3:30])[N:27]=[C:26]([CH3:31])[CH:25]=2)=[CH:22][NH:21][N:20]=1.